From a dataset of Forward reaction prediction with 1.9M reactions from USPTO patents (1976-2016). Predict the product of the given reaction. (1) The product is: [Br:8][C:5]1[N:4]=[C:3]([C:9]2[N:10]=[C:13]([CH3:14])[O:12][N:11]=2)[C:2]([NH2:1])=[N:7][CH:6]=1. Given the reactants [NH2:1][C:2]1[C:3](/[C:9](=[N:11]\[O:12][C:13](=O)[CH3:14])/[NH2:10])=[N:4][C:5]([Br:8])=[CH:6][N:7]=1.CC(O)=O.C([O-])(O)=O.[Na+], predict the reaction product. (2) Given the reactants Cl[C:2]1[C:3]2[S:10][C:9]([C:11]([NH2:13])=[O:12])=[CH:8][C:4]=2[N:5]=[CH:6][N:7]=1.[CH3:14][C:15]1([CH3:38])[CH2:20][O:19][CH:18]([CH:21]2[CH2:26][CH2:25][N:24](C3C=CC(C([O-])=O)=C(C)C=3C)[CH2:23][CH2:22]2)[O:17][CH2:16]1.CCN(C(C)C)C(C)C, predict the reaction product. The product is: [CH3:14][C:15]1([CH3:38])[CH2:16][O:17][CH:18]([CH:21]2[CH2:26][CH2:25][N:24]([C:2]3[C:3]4[S:10][C:9]([C:11]([NH2:13])=[O:12])=[CH:8][C:4]=4[N:5]=[CH:6][N:7]=3)[CH2:23][CH2:22]2)[O:19][CH2:20]1.